This data is from Full USPTO retrosynthesis dataset with 1.9M reactions from patents (1976-2016). The task is: Predict the reactants needed to synthesize the given product. (1) Given the product [F:1][C:2]1[CH:7]=[CH:6][C:5]([C:8]2[N:12]3[N:13]=[CH:14][C:15]([C:17]([F:19])([F:18])[F:20])=[N:16][C:11]3=[N:10][CH:9]=2)=[CH:4][C:3]=1[C:34]1[O:35][CH:36]=[CH:37][N:38]=1, predict the reactants needed to synthesize it. The reactants are: [F:1][C:2]1[CH:7]=[CH:6][C:5]([C:8]2[N:12]3[N:13]=[CH:14][C:15]([C:17]([F:20])([F:19])[F:18])=[N:16][C:11]3=[N:10][CH:9]=2)=[CH:4][C:3]=1OS(C(F)(F)F)(=O)=O.C([Sn](CCCC)(CCCC)[C:34]1[O:35][CH:36]=[CH:37][N:38]=1)CCC. (2) The reactants are: [NH2:1][C:2]([NH:4][C:5]1[S:6][C:7]([C:13]2[CH:18]=[CH:17][C:16]([CH:19]=O)=[CH:15][CH:14]=2)=[CH:8][C:9]=1[C:10]([NH2:12])=[O:11])=[O:3].[CH2:21]([NH:23][CH2:24][CH3:25])[CH3:22].C(OC)(OC)OC.C([BH3-])#N.[N-]=C=O. Given the product [NH2:1][C:2]([NH:4][C:5]1[S:6][C:7]([C:13]2[CH:14]=[CH:15][C:16]([CH2:19][N:23]([CH2:24][CH3:25])[CH2:21][CH3:22])=[CH:17][CH:18]=2)=[CH:8][C:9]=1[C:10]([NH2:12])=[O:11])=[O:3], predict the reactants needed to synthesize it.